From a dataset of Reaction yield outcomes from USPTO patents with 853,638 reactions. Predict the reaction yield, written as a fraction of the theoretical maximum amount of product (1.0 means a 100% yield; for example, 0.34 means a 34% yield). The reactants are Cl[C:2]1[N:7]=[C:6]([C:8]2[S:12][C:11]([C:13]([CH3:16])([CH3:15])[CH3:14])=[N:10][C:9]=2[C:17]2[C:18]([F:35])=[C:19]([NH:23][S:24]([C:27]3[CH:32]=[C:31]([F:33])[CH:30]=[CH:29][C:28]=3[F:34])(=[O:26])=[O:25])[CH:20]=[CH:21][CH:22]=2)[CH:5]=[CH:4][N:3]=1.[NH2:36][CH2:37][CH2:38][NH:39][C:40](=[O:46])[O:41][C:42]([CH3:45])([CH3:44])[CH3:43]. No catalyst specified. The product is [F:34][C:28]1[CH:29]=[CH:30][C:31]([F:33])=[CH:32][C:27]=1[S:24]([NH:23][C:19]1[C:18]([F:35])=[C:17]([C:9]2[N:10]=[C:11]([C:13]([CH3:16])([CH3:15])[CH3:14])[S:12][C:8]=2[C:6]2[CH:5]=[CH:4][N:3]=[C:2]([NH:36][CH2:37][CH2:38][NH:39][C:40](=[O:46])[O:41][C:42]([CH3:44])([CH3:43])[CH3:45])[N:7]=2)[CH:22]=[CH:21][CH:20]=1)(=[O:26])=[O:25]. The yield is 0.880.